Dataset: Peptide-MHC class II binding affinity with 134,281 pairs from IEDB. Task: Regression. Given a peptide amino acid sequence and an MHC pseudo amino acid sequence, predict their binding affinity value. This is MHC class II binding data. (1) The peptide sequence is MNIRMGIFYCNDDA. The MHC is HLA-DPA10201-DPB10101 with pseudo-sequence HLA-DPA10201-DPB10101. The binding affinity (normalized) is 0.498. (2) The peptide sequence is LMMLVSVAGRV. The MHC is DRB3_0301 with pseudo-sequence DRB3_0301. The binding affinity (normalized) is 0.936. (3) The peptide sequence is ALSDPYLSFAAALNG. The MHC is DRB3_0101 with pseudo-sequence DRB3_0101. The binding affinity (normalized) is 0.314. (4) The peptide sequence is KQQWVDYNLKWNPD. The MHC is DRB1_0301 with pseudo-sequence DRB1_0301. The binding affinity (normalized) is 0. (5) The peptide sequence is RGKSLLFKTSAGVNM. The MHC is DRB1_0701 with pseudo-sequence DRB1_0701. The binding affinity (normalized) is 0.826. (6) The peptide sequence is FKAAVAAAANAPPAD. The MHC is DRB4_0101 with pseudo-sequence DRB4_0103. The binding affinity (normalized) is 0.239. (7) The peptide sequence is ATERFRWLLIDLLRE. The MHC is DRB1_0301 with pseudo-sequence DRB1_0301. The binding affinity (normalized) is 0.306. (8) The peptide sequence is KIPKKASEGAVDIIN. The MHC is DRB1_0101 with pseudo-sequence DRB1_0101. The binding affinity (normalized) is 0.335.